Dataset: Forward reaction prediction with 1.9M reactions from USPTO patents (1976-2016). Task: Predict the product of the given reaction. (1) Given the reactants [C:1]([C:3]1[CH:8]=[CH:7][CH:6]=[C:5]([CH3:9])[N:4]=1)#[CH:2].Br[C:11]1[CH:12]=[CH:13][C:14]([Cl:23])=[C:15]([CH:22]=1)[CH2:16][NH:17][C:18](=[O:21])[O:19][CH3:20], predict the reaction product. The product is: [Cl:23][C:14]1[CH:13]=[CH:12][C:11]([C:2]#[C:1][C:3]2[CH:8]=[CH:7][CH:6]=[C:5]([CH3:9])[N:4]=2)=[CH:22][C:15]=1[CH2:16][NH:17][C:18](=[O:21])[O:19][CH3:20]. (2) Given the reactants [Br:1][C:2]1[CH:11]=[CH:10][C:9]([C:12]([F:15])([F:14])[F:13])=[CH:8][C:3]=1[CH2:4][NH:5][CH2:6][CH3:7].[CH:16]1([C:19](Cl)=[O:20])[CH2:18][CH2:17]1, predict the reaction product. The product is: [Br:1][C:2]1[CH:11]=[CH:10][C:9]([C:12]([F:13])([F:14])[F:15])=[CH:8][C:3]=1[CH2:4][N:5]([CH2:6][CH3:7])[C:19]([CH:16]1[CH2:18][CH2:17]1)=[O:20]. (3) Given the reactants [CH2:1]([O:3][C:4]([C:6]1[C:7]([C:28]2[CH:36]=[CH:35][C:31]([C:32](O)=[O:33])=[CH:30][CH:29]=2)=[C:8]2[C:12](=[CH:13][C:14]=1[CH2:15][CH2:16][C:17]1[CH:22]=[CH:21][C:20]([F:23])=[CH:19][CH:18]=1)[C@@H:11]1[CH2:24][CH2:25][CH2:26][N:10]1[C:9]2=[O:27])=[O:5])[CH3:2].C(N1C=CN=C1)(N1C=CN=C1)=O.[CH2:49]([NH2:55])[C:50]1[O:54][CH:53]=[CH:52][CH:51]=1, predict the reaction product. The product is: [F:23][C:20]1[CH:21]=[CH:22][C:17]([CH2:16][CH2:15][C:14]2[CH:13]=[C:12]3[C:8]([C:9](=[O:27])[N:10]4[CH2:26][CH2:25][CH2:24][C@H:11]43)=[C:7]([C:28]3[CH:29]=[CH:30][C:31]([C:32]([NH:55][CH2:49][C:50]4[O:54][CH:53]=[CH:52][CH:51]=4)=[O:33])=[CH:35][CH:36]=3)[C:6]=2[C:4]([O:3][CH2:1][CH3:2])=[O:5])=[CH:18][CH:19]=1. (4) Given the reactants [C:1]([O:5][C:6]([N:8]1[CH2:13][CH2:12][C:11]([F:15])([F:14])[CH2:10][CH:9]1[C:16]([OH:18])=O)=[O:7])([CH3:4])([CH3:3])[CH3:2].Cl.[NH2:20][C:21]1([C:24]2[CH:33]=[CH:32][C:27]([C:28]([O:30][CH3:31])=[O:29])=[CH:26][CH:25]=2)[CH2:23][CH2:22]1, predict the reaction product. The product is: [F:15][C:11]1([F:14])[CH2:12][CH2:13][N:8]([C:6]([O:5][C:1]([CH3:2])([CH3:3])[CH3:4])=[O:7])[CH:9]([C:16](=[O:18])[NH:20][C:21]2([C:24]3[CH:33]=[CH:32][C:27]([C:28]([O:30][CH3:31])=[O:29])=[CH:26][CH:25]=3)[CH2:23][CH2:22]2)[CH2:10]1. (5) The product is: [NH2:1][C:2]1[C:3]2[N:4]([C:8]([CH:25]3[CH2:26][CH2:27][CH2:28]3)=[N:9][C:10]=2[C:11]2[CH2:12][CH2:13][N:14]([C:17]([C:19]3[CH:24]=[CH:23][CH:22]=[CH:21][C:20]=3[F:29])=[O:18])[CH2:15][CH:16]=2)[CH:5]=[CH:6][N:7]=1. Given the reactants [NH2:1][C:2]1[C:3]2[N:4]([C:8]([CH:25]3[CH2:28][CH2:27][CH2:26]3)=[N:9][C:10]=2[C:11]2[CH2:12][CH2:13][N:14]([C:17]([C:19]3[CH:24]=[CH:23][CH:22]=[CH:21][CH:20]=3)=[O:18])[CH2:15][CH:16]=2)[CH:5]=[CH:6][N:7]=1.[F:29]C1C=CC=CC=1C(O)=O, predict the reaction product. (6) Given the reactants [H-].C([Al+]CC(C)C)C(C)C.[I:11][C:12]1[CH:19]=[C:18]([C:20]([F:23])([F:22])[F:21])[CH:17]=[CH:16][C:13]=1[C:14]#N.C(OCC)(=[O:26])C.Cl, predict the reaction product. The product is: [I:11][C:12]1[CH:19]=[C:18]([C:20]([F:23])([F:22])[F:21])[CH:17]=[CH:16][C:13]=1[CH:14]=[O:26]. (7) The product is: [CH:18]1([N:9]2[C:10]3[CH:15]=[CH:14][N:13]=[C:12]([O:16][CH3:17])[C:11]=3[C:7]([C:33]3[CH:38]=[CH:37][C:36]([S:39]([NH2:42])(=[O:41])=[O:40])=[CH:35][CH:34]=3)=[N:8]2)[CH2:19][CH2:20][CH2:21][CH2:22]1. Given the reactants FC(F)(F)S(O[C:7]1[C:11]2[C:12]([O:16][CH3:17])=[N:13][CH:14]=[CH:15][C:10]=2[N:9]([CH:18]2[CH2:22][CH2:21][CH2:20][CH2:19]2)[N:8]=1)(=O)=O.CC1(C)C(C)(C)OB([C:33]2[CH:38]=[CH:37][C:36]([S:39]([NH2:42])(=[O:41])=[O:40])=[CH:35][CH:34]=2)O1.C(=O)([O-])[O-].[Na+].[Na+].O, predict the reaction product.